Dataset: Forward reaction prediction with 1.9M reactions from USPTO patents (1976-2016). Task: Predict the product of the given reaction. (1) Given the reactants CC(C)([O-])C.[K+].[F:7][C:8]([F:16])([F:15])[C:9]1[S:13][CH2:12][C:11](=[O:14])[CH:10]=1.F[B-](F)(F)F.CO[N+:24]1[N:25]([C:30]2[CH:35]=[CH:34][C:33]([C:36]([F:39])([F:38])[F:37])=[CH:32][CH:31]=2)[N:26]=[C:27]([CH3:29])[CH:28]=1, predict the reaction product. The product is: [CH3:29][C:27]1[C:28]([O:14][C:11]2[CH:10]=[C:9]([C:8]([F:16])([F:15])[F:7])[S:13][CH:12]=2)=[N:24][N:25]([C:30]2[CH:31]=[CH:32][C:33]([C:36]([F:38])([F:37])[F:39])=[CH:34][CH:35]=2)[N:26]=1. (2) Given the reactants [CH3:1][O:2][C:3]1[CH:8]=[CH:7][CH:6]=[CH:5][C:4]=1[C:9]1[C:17]2[C:12](=[N:13][CH:14]=[C:15](B3OC(C)(C)C(C)(C)O3)[CH:16]=2)[N:11](COCC[Si](C)(C)C)C=1.[NH2:35][C:36]1[CH:41]=[CH:40][C:39](Br)=[CH:38][C:37]=1[C:43]([N:45]1[CH2:50][CH2:49][O:48][CH2:47][CH2:46]1)=[O:44].C([O-])(O)=O.[Na+].C(#[N:58])C, predict the reaction product. The product is: [NH2:35][C:36]1[CH:41]=[CH:40][C:39]([C:15]2[CH:16]=[C:17]3[C:9]([C:4]4[CH:5]=[CH:6][CH:7]=[CH:8][C:3]=4[O:2][CH3:1])=[N:58][NH:11][C:12]3=[N:13][CH:14]=2)=[CH:38][C:37]=1[C:43]([N:45]1[CH2:50][CH2:49][O:48][CH2:47][CH2:46]1)=[O:44]. (3) Given the reactants [F:1][C:2]1[CH:3]=[C:4]([C@H:9]2[CH2:14][C@@H:13]([CH2:15][F:16])[CH2:12][CH2:11][N:10]2C(OCC2C=CC=CC=2)=O)[CH:5]=[CH:6][C:7]=1[F:8].[H][H], predict the reaction product. The product is: [F:1][C:2]1[CH:3]=[C:4]([C@H:9]2[CH2:14][C@@H:13]([CH2:15][F:16])[CH2:12][CH2:11][NH:10]2)[CH:5]=[CH:6][C:7]=1[F:8]. (4) Given the reactants [C:1]([C:3](=[C:7]([S:10][CH3:11])SC)[C:4]([NH2:6])=[O:5])#[N:2].[CH:12]([C:15]1[CH:21]=[CH:20][C:18]([NH2:19])=[CH:17][CH:16]=1)([CH3:14])[CH3:13], predict the reaction product. The product is: [C:1]([C:3](=[C:7]([NH:19][C:18]1[CH:20]=[CH:21][C:15]([CH:12]([CH3:14])[CH3:13])=[CH:16][CH:17]=1)[S:10][CH3:11])[C:4]([NH2:6])=[O:5])#[N:2]. (5) Given the reactants [F:1][C:2]1[CH:9]=[C:8]([OH:10])[CH:7]=[C:6]([F:11])[C:3]=1[CH2:4][OH:5].[F:12][C:13]1[CH:14]=[C:15]([CH:18]=[CH:19][C:20]=1[F:21])[CH2:16]Cl.Cl[C:23]([N:25]1[CH:30]([CH3:31])[CH2:29][N:28](C(OC(C)(C)C)=O)[CH2:27][CH:26]1[CH3:39])=[O:24], predict the reaction product. The product is: [CH3:39][C@H:26]1[CH2:27][NH:28][CH2:29][C@@H:30]([CH3:31])[N:25]1[C:23]([O:5][CH2:4][C:3]1[C:2]([F:1])=[CH:9][C:8]([O:10][CH2:16][C:15]2[CH:18]=[CH:19][C:20]([F:21])=[C:13]([F:12])[CH:14]=2)=[CH:7][C:6]=1[F:11])=[O:24].